Binary Classification. Given a miRNA mature sequence and a target amino acid sequence, predict their likelihood of interaction. From a dataset of Experimentally validated miRNA-target interactions with 360,000+ pairs, plus equal number of negative samples. (1) The miRNA is cel-miR-785-3p with sequence UAAGUGAAUUGUUUUGUGUAGA. The protein sequence of the target gene is MVAPWRVSVRVCLSHLRCFELRQGLSLLRPSECPRDARLCWLLLGTLPKVVSLCGDVGEGAPDVLSRRRVRCSGAAGAGPAESLPRAGPLGGVFLHLRLWLRAGALLVKFFPLLLLYPLTYLAPSVSTLWLHLLLKATETSGPTYIKLGQWASTRRDLFSEAFCAQFSKLHVRVTPHPWTHTERFLRQAFGDDWGSILSFENREPVGSGCVAQVYKAYANTAFLETDSVQRLGRASCLPPFSHTGAVGGLRELFGYLGNGRKPPENLADQSFLERLLLPKADLVGSNAGVSRAQVPGHQP.... Result: 0 (no interaction). (2) The miRNA is hsa-miR-4485-5p with sequence ACCGCCUGCCCAGUGA. The protein sequence of the target gene is MSLPPEKASELKQLIHQQLSKMDVHGRIREILAETIREELAPDQQHLSTEDLIKALRRRGIIDDVMKELNFVTDSVEQELPSSPKQPICFDRQSTLKKTNIDPTRRYLYLQVLGGKAFLEHLQEPEPLPGQVCSTFTLCLHYRNQRFRSKPVPCACEPDFHDGFLLEVHRESLGDGTRMADSTTMLSISDPIHMVLIKTDIFGETTLVASYFLEWRSVLGSENGVTSLTVELMGVGTESKVSVGILNIKLEMYPPLNQTLSQEVVNTQLALERQKTAEKERLFLVYAKQWWREYLQIRPS.... Result: 1 (interaction).